Dataset: Reaction yield outcomes from USPTO patents with 853,638 reactions. Task: Predict the reaction yield, written as a fraction of the theoretical maximum amount of product (1.0 means a 100% yield; for example, 0.34 means a 34% yield). (1) The reactants are Cl[C:2]1[N:3]=[C:4]([NH:26][CH:27]2[CH2:31][CH2:30][CH2:29][CH2:28]2)[C:5]2[C:10]([C:11]3[CH:16]=[CH:15][C:14]([OH:17])=[CH:13][CH:12]=3)=[CH:9][N:8]([CH2:18][O:19][CH2:20][CH2:21][Si:22]([CH3:25])([CH3:24])[CH3:23])[C:6]=2[N:7]=1.[NH2:32][C:33]1[CH:42]=[CH:41][C:36]([C:37]([NH:39][CH3:40])=[O:38])=[CH:35][C:34]=1[O:43][CH3:44].C(=O)([O-])[O-].[K+].[K+].CC1(C)C2C=CC=C(P(C3C=CC=CC=3)C3C=CC=CC=3)C=2OC2C1=CC=CC=2P(C1C=CC=CC=1)C1C=CC=CC=1. The catalyst is O1CCOCC1.C1C=CC(/C=C/C(/C=C/C2C=CC=CC=2)=O)=CC=1.C1C=CC(/C=C/C(/C=C/C2C=CC=CC=2)=O)=CC=1.C1C=CC(/C=C/C(/C=C/C2C=CC=CC=2)=O)=CC=1.[Pd].[Pd]. The product is [CH:27]1([NH:26][C:4]2[C:5]3[C:10]([C:11]4[CH:16]=[CH:15][C:14]([OH:17])=[CH:13][CH:12]=4)=[CH:9][N:8]([CH2:18][O:19][CH2:20][CH2:21][Si:22]([CH3:25])([CH3:24])[CH3:23])[C:6]=3[N:7]=[C:2]([NH:32][C:33]3[CH:42]=[CH:41][C:36]([C:37]([NH:39][CH3:40])=[O:38])=[CH:35][C:34]=3[O:43][CH3:44])[N:3]=2)[CH2:31][CH2:30][CH2:29][CH2:28]1. The yield is 0.292. (2) The reactants are [O:1]1[CH2:6][CH2:5][N:4]([C:7]2[N:12]=[C:11]([N:13]3[CH2:18][CH2:17][O:16][CH2:15][CH2:14]3)[N:10]=[C:9]([C:19]3[CH:24]=[CH:23][C:22]([NH:25][C:26](=[O:37])[NH:27][C:28]4[CH:36]=[CH:35][C:31]([C:32](O)=[O:33])=[CH:30][CH:29]=4)=[CH:21][CH:20]=3)[N:8]=2)[CH2:3][CH2:2]1.CCN(C(C)C)C(C)C.CN(C(ON1N=NC2C=CC=CC1=2)=[N+](C)C)C.F[P-](F)(F)(F)(F)F.[N:71]1([CH:76]2[CH2:81][CH2:80][NH:79][CH2:78][CH2:77]2)[CH2:75][CH2:74][CH2:73][CH2:72]1. The catalyst is CN1C(=O)CCC1. The product is [O:16]1[CH2:17][CH2:18][N:13]([C:11]2[N:12]=[C:7]([N:4]3[CH2:3][CH2:2][O:1][CH2:6][CH2:5]3)[N:8]=[C:9]([C:19]3[CH:24]=[CH:23][C:22]([NH:25][C:26]([NH:27][C:28]4[CH:29]=[CH:30][C:31]([C:32]([N:79]5[CH2:80][CH2:81][CH:76]([N:71]6[CH2:75][CH2:74][CH2:73][CH2:72]6)[CH2:77][CH2:78]5)=[O:33])=[CH:35][CH:36]=4)=[O:37])=[CH:21][CH:20]=3)[N:10]=2)[CH2:14][CH2:15]1. The yield is 0.580.